The task is: Predict the reaction yield, written as a fraction of the theoretical maximum amount of product (1.0 means a 100% yield; for example, 0.34 means a 34% yield).. This data is from Reaction yield outcomes from USPTO patents with 853,638 reactions. (1) The catalyst is C(OCC)(=O)C.C(O)C.[Pd]. The reactants are [C:1]([O:5][C:6](=[O:41])[C@@H:7]([N:14]1[C:18](=[O:19])[C:17]2([CH2:24][CH2:23][N:22](C(OCC3C=CC=CC=3)=O)[CH2:21][CH2:20]2)[N:16]([C:35]2[CH:40]=[CH:39][CH:38]=[CH:37][CH:36]=2)[CH2:15]1)[C:8]1[CH:13]=[CH:12][CH:11]=[CH:10][CH:9]=1)([CH3:4])([CH3:3])[CH3:2]. The yield is 0.930. The product is [O:19]=[C:18]1[C:17]2([CH2:20][CH2:21][NH:22][CH2:23][CH2:24]2)[N:16]([C:35]2[CH:40]=[CH:39][CH:38]=[CH:37][CH:36]=2)[CH2:15][N:14]1[C@@H:7]([C:8]1[CH:9]=[CH:10][CH:11]=[CH:12][CH:13]=1)[C:6]([O:5][C:1]([CH3:3])([CH3:4])[CH3:2])=[O:41]. (2) The reactants are [CH3:1][CH:2]([C:6]1[CH:7]=[C:8]([CH:14]=[CH:15][C:16]=1[OH:17])[C:9]([O:11]CC)=[O:10])[C:3]([CH3:5])=[CH2:4].[OH-].[K+]. The catalyst is CO.O. The product is [CH3:1][CH:2]([C:6]1[CH:7]=[C:8]([CH:14]=[CH:15][C:16]=1[OH:17])[C:9]([OH:11])=[O:10])[C:3]([CH3:5])=[CH2:4]. The yield is 0.510. (3) The reactants are [OH:1][C:2]1[CH:7]=[CH:6][C:5]([C:8]2[CH:13]=[CH:12][C:11]([CH:14]=[O:15])=[CH:10][CH:9]=2)=[CH:4][CH:3]=1.C1(C)C=CC(S(O[CH2:26][CH2:27][CH2:28][F:29])(=O)=O)=CC=1.C(=O)([O-])[O-].[Cs+].[Cs+]. The catalyst is CN(C)C=O. The product is [F:29][CH2:28][CH2:27][CH2:26][O:1][C:2]1[CH:3]=[CH:4][C:5]([C:8]2[CH:13]=[CH:12][C:11]([CH:14]=[O:15])=[CH:10][CH:9]=2)=[CH:6][CH:7]=1. The yield is 0.613. (4) The reactants are C[O-].[Na+].[Br:4][CH2:5][C:6]1[C:15]2[C:10](=[CH:11][C:12]([O:16]C(=O)C)=[CH:13][CH:14]=2)[O:9][C:8](=[O:20])[CH:7]=1. The catalyst is CO. The product is [Br:4][CH2:5][C:6]1[C:15]2[C:10](=[CH:11][C:12]([OH:16])=[CH:13][CH:14]=2)[O:9][C:8](=[O:20])[CH:7]=1. The yield is 1.00. (5) The reactants are [F:1][C:2]1[CH:7]=[C:6]([N+:8]([O-:10])=[O:9])[CH:5]=[C:4]([F:11])[CH:3]=1.[CH3:12][Si:13](Cl)([CH3:15])[CH3:14].C[Si](C)(C)[N-][Si](C)(C)C.[Na+].O. The catalyst is C1COCC1.C(OCC)(=O)C. The product is [F:1][C:2]1[CH:7]=[C:6]([N+:8]([O-:10])=[O:9])[CH:5]=[C:4]([F:11])[C:3]=1[Si:13]([CH3:15])([CH3:14])[CH3:12]. The yield is 0.800.